This data is from Catalyst prediction with 721,799 reactions and 888 catalyst types from USPTO. The task is: Predict which catalyst facilitates the given reaction. Reactant: Br[C:2]1[S:10][C:9]2[C:8]([NH:11][CH2:12][CH2:13][C:14]3[S:18][C:17]([NH:19][C:20]([NH:22][C:23]4[CH:28]=[CH:27][CH:26]=[C:25]([C:29]([F:32])([F:31])[F:30])[CH:24]=4)=[O:21])=[N:16][CH:15]=3)=[N:7][CH:6]=[N:5][C:4]=2[CH:3]=1.[C:33]([O:37][C:38]([N:40]1[CH2:45][CH:44]=[C:43](B2OC(C)(C)C(C)(C)O2)[CH2:42][CH2:41]1)=[O:39])([CH3:36])([CH3:35])[CH3:34].C([O-])([O-])=O.[Na+].[Na+]. Product: [C:33]([O:37][C:38]([N:40]1[CH2:41][CH:42]=[CH:43][CH2:44][CH2:45]1)=[O:39])([CH3:36])([CH3:34])[CH3:35].[N:5]1[C:4]2[CH:3]=[CH:2][S:10][C:9]=2[C:8]([NH:11][CH2:12][CH2:13][C:14]2[S:18][C:17]([NH:19][C:20]([NH:22][C:23]3[CH:28]=[CH:27][CH:26]=[C:25]([C:29]([F:30])([F:31])[F:32])[CH:24]=3)=[O:21])=[N:16][CH:15]=2)=[N:7][CH:6]=1. The catalyst class is: 18.